From a dataset of NCI-60 drug combinations with 297,098 pairs across 59 cell lines. Regression. Given two drug SMILES strings and cell line genomic features, predict the synergy score measuring deviation from expected non-interaction effect. (1) Drug 1: CN1C(=O)N2C=NC(=C2N=N1)C(=O)N. Drug 2: CN(C(=O)NC(C=O)C(C(C(CO)O)O)O)N=O. Cell line: HCC-2998. Synergy scores: CSS=-1.73, Synergy_ZIP=3.03, Synergy_Bliss=3.81, Synergy_Loewe=-7.19, Synergy_HSA=-4.13. (2) Drug 1: COC1=C(C=C2C(=C1)N=CN=C2NC3=CC(=C(C=C3)F)Cl)OCCCN4CCOCC4. Drug 2: CC1=C(C(=O)C2=C(C1=O)N3CC4C(C3(C2COC(=O)N)OC)N4)N. Cell line: COLO 205. Synergy scores: CSS=47.8, Synergy_ZIP=5.95, Synergy_Bliss=2.33, Synergy_Loewe=-1.64, Synergy_HSA=6.21. (3) Drug 1: C1C(C(OC1N2C=NC3=C(N=C(N=C32)Cl)N)CO)O. Drug 2: C#CCC(CC1=CN=C2C(=N1)C(=NC(=N2)N)N)C3=CC=C(C=C3)C(=O)NC(CCC(=O)O)C(=O)O. Cell line: SK-MEL-5. Synergy scores: CSS=29.9, Synergy_ZIP=-7.93, Synergy_Bliss=-10.8, Synergy_Loewe=-13.1, Synergy_HSA=-7.29. (4) Drug 1: C1=CC(=C2C(=C1NCCNCCO)C(=O)C3=C(C=CC(=C3C2=O)O)O)NCCNCCO. Drug 2: C(CN)CNCCSP(=O)(O)O. Cell line: OVCAR-8. Synergy scores: CSS=47.3, Synergy_ZIP=4.63, Synergy_Bliss=5.22, Synergy_Loewe=-32.4, Synergy_HSA=5.89. (5) Drug 1: CC1C(C(CC(O1)OC2CC(CC3=C2C(=C4C(=C3O)C(=O)C5=C(C4=O)C(=CC=C5)OC)O)(C(=O)CO)O)N)O.Cl. Drug 2: C1CCN(CC1)CCOC2=CC=C(C=C2)C(=O)C3=C(SC4=C3C=CC(=C4)O)C5=CC=C(C=C5)O. Cell line: NCI-H226. Synergy scores: CSS=0.0510, Synergy_ZIP=1.72, Synergy_Bliss=2.43, Synergy_Loewe=-0.331, Synergy_HSA=0.199. (6) Drug 1: CC1=C(C=C(C=C1)NC(=O)C2=CC=C(C=C2)CN3CCN(CC3)C)NC4=NC=CC(=N4)C5=CN=CC=C5. Drug 2: C1C(C(OC1N2C=NC3=C2NC=NCC3O)CO)O. Cell line: HL-60(TB). Synergy scores: CSS=-7.77, Synergy_ZIP=2.28, Synergy_Bliss=-2.70, Synergy_Loewe=-5.81, Synergy_HSA=-7.02. (7) Drug 1: CC1=C(C=C(C=C1)NC2=NC=CC(=N2)N(C)C3=CC4=NN(C(=C4C=C3)C)C)S(=O)(=O)N.Cl. Drug 2: C1=CC(=C2C(=C1NCCNCCO)C(=O)C3=C(C=CC(=C3C2=O)O)O)NCCNCCO. Cell line: KM12. Synergy scores: CSS=56.5, Synergy_ZIP=14.2, Synergy_Bliss=13.8, Synergy_Loewe=-2.76, Synergy_HSA=15.9. (8) Drug 1: CC(C1=C(C=CC(=C1Cl)F)Cl)OC2=C(N=CC(=C2)C3=CN(N=C3)C4CCNCC4)N. Drug 2: CN1C2=C(C=C(C=C2)N(CCCl)CCCl)N=C1CCCC(=O)O.Cl. Cell line: HOP-92. Synergy scores: CSS=10.6, Synergy_ZIP=-1.24, Synergy_Bliss=0.327, Synergy_Loewe=-1.71, Synergy_HSA=1.41. (9) Drug 1: CC1C(C(=O)NC(C(=O)N2CCCC2C(=O)N(CC(=O)N(C(C(=O)O1)C(C)C)C)C)C(C)C)NC(=O)C3=C4C(=C(C=C3)C)OC5=C(C(=O)C(=C(C5=N4)C(=O)NC6C(OC(=O)C(N(C(=O)CN(C(=O)C7CCCN7C(=O)C(NC6=O)C(C)C)C)C)C(C)C)C)N)C. Drug 2: CC1=CC=C(C=C1)C2=CC(=NN2C3=CC=C(C=C3)S(=O)(=O)N)C(F)(F)F. Cell line: HCT116. Synergy scores: CSS=27.1, Synergy_ZIP=7.85, Synergy_Bliss=3.56, Synergy_Loewe=-35.1, Synergy_HSA=2.45. (10) Drug 1: CCC(=C(C1=CC=CC=C1)C2=CC=C(C=C2)OCCN(C)C)C3=CC=CC=C3.C(C(=O)O)C(CC(=O)O)(C(=O)O)O. Drug 2: C(CN)CNCCSP(=O)(O)O. Cell line: OVCAR-8. Synergy scores: CSS=0.988, Synergy_ZIP=0.559, Synergy_Bliss=1.19, Synergy_Loewe=0.0735, Synergy_HSA=-0.601.